Dataset: Forward reaction prediction with 1.9M reactions from USPTO patents (1976-2016). Task: Predict the product of the given reaction. (1) Given the reactants [C:1]([CH2:4][CH2:5][CH2:6][CH2:7][CH2:8][P+](C1C=CC=CC=1)(C1C=CC=CC=1)C1C=CC=CC=1)([OH:3])=[O:2].CC(C)([O-])C.[K+].[N:34]1[CH:39]=[CH:38][CH:37]=[CH:36][C:35]=1[CH:40]=O.[OH-].[Na+], predict the reaction product. The product is: [N:34]1[CH:39]=[CH:38][CH:37]=[CH:36][C:35]=1[CH:40]=[CH:8][CH2:7][CH2:6][CH2:5][CH2:4][C:1]([OH:3])=[O:2]. (2) Given the reactants [Cl-].[Ce+3].[Cl-].[Cl-].[CH:5]([Mg]Br)=[CH2:6].[CH:9]1([O:14][C:15]2[N:23]=[C:22]3[C:18]([N:19]=[CH:20][N:21]3[C@@H:24]3[O:39][C@H:38]([CH3:40])[C@@H:26]([O:27][Si:28]([CH:35]([CH3:37])[CH3:36])([CH:32]([CH3:34])[CH3:33])[CH:29]([CH3:31])[CH3:30])[C:25]3=[O:41])=[C:17]([NH2:42])[N:16]=2)[CH2:13][CH2:12][CH2:11][CH2:10]1.C(O)(=O)C, predict the reaction product. The product is: [CH:9]1([O:14][C:15]2[N:23]=[C:22]3[C:18]([N:19]=[CH:20][N:21]3[C@@H:24]3[O:39][C@H:38]([CH3:40])[C@@H:26]([O:27][Si:28]([CH:35]([CH3:37])[CH3:36])([CH:29]([CH3:30])[CH3:31])[CH:32]([CH3:33])[CH3:34])[C@:25]3([CH:5]=[CH2:6])[OH:41])=[C:17]([NH2:42])[N:16]=2)[CH2:10][CH2:11][CH2:12][CH2:13]1. (3) The product is: [CH2:13]1[C:12]2([CH2:17][CH2:18][NH:19][CH:10]([CH2:9][NH:8][C:6]3[CH:5]=[CH:4][CH:3]=[C:2]([CH3:1])[N:7]=3)[CH2:11]2)[CH2:16][CH2:15][CH2:14]1. Given the reactants [CH3:1][C:2]1[N:7]=[C:6]([NH:8][CH2:9][CH:10]2[N:19](C(OC(C)(C)C)=O)[CH2:18][CH2:17][C:12]3([CH2:16][CH2:15][CH2:14][CH2:13]3)[CH2:11]2)[CH:5]=[CH:4][CH:3]=1.FC(F)(F)C(O)=O, predict the reaction product. (4) The product is: [CH2:16]([O:15][C:13](=[O:14])[CH2:12][C:25]([C:19]1([CH3:18])[CH2:24][CH2:23][O:22][CH2:21][CH2:20]1)=[O:26])[CH3:17]. Given the reactants B(F)(F)F.CCOCC.[N+](=[CH:12][C:13]([O:15][CH2:16][CH3:17])=[O:14])=[N-].[CH3:18][C:19]1([CH:25]=[O:26])[CH2:24][CH2:23][O:22][CH2:21][CH2:20]1.[Na+].[Cl-], predict the reaction product. (5) Given the reactants [F:1][C:2]1[CH:3]=[C:4]([CH:7]=[CH:8][C:9]=1[CH3:10])[CH:5]=O.C(O)(=O)[CH2:12][C:13]([OH:15])=[O:14], predict the reaction product. The product is: [F:1][C:2]1[CH:3]=[C:4]([CH:5]=[CH:12][C:13]([OH:15])=[O:14])[CH:7]=[CH:8][C:9]=1[CH3:10]. (6) Given the reactants [Br:1][C:2]1[CH:11]=[C:10]2[C:5]([C:6](Cl)=[C:7]([N+:12]([O-:14])=[O:13])[CH:8]=[N:9]2)=[N:4][CH:3]=1.C(N(CC)CC)C.[NH2:23][CH2:24][C:25]1([OH:30])[CH2:29][CH2:28][CH2:27][CH2:26]1, predict the reaction product. The product is: [Br:1][C:2]1[CH:11]=[C:10]2[C:5]([C:6]([NH:23][CH2:24][C:25]3([OH:30])[CH2:29][CH2:28][CH2:27][CH2:26]3)=[C:7]([N+:12]([O-:14])=[O:13])[CH:8]=[N:9]2)=[N:4][CH:3]=1. (7) Given the reactants [Cl:1][C:2]1[CH:18]=[CH:17][C:5]2[CH2:6][CH2:7][N:8]([C:11](=[O:16])[C:12]([F:15])([F:14])[F:13])[CH2:9][CH2:10][C:4]=2[C:3]=1OS(C(F)(F)F)(=O)=O.C(N(CC)CC)C.CS(C)=O.[C]=O.[CH3:40][CH2:41][O:42][C:43](C)=[O:44], predict the reaction product. The product is: [Cl:1][C:2]1[CH:18]=[CH:17][C:5]2[CH2:6][CH2:7][N:8]([C:11](=[O:16])[C:12]([F:15])([F:14])[F:13])[CH2:9][CH2:10][C:4]=2[C:3]=1[C:43]([O:42][CH2:41][CH3:40])=[O:44]. (8) Given the reactants [NH2:1][C:2]1[CH:7]=[C:6](Cl)[CH:5]=[CH:4][N:3]=1.[CH3:9][N:10]1[CH2:15][CH2:14][NH:13][CH2:12][CH2:11]1, predict the reaction product. The product is: [CH3:9][N:10]1[CH2:15][CH2:14][N:13]([C:6]2[CH:5]=[CH:4][N:3]=[C:2]([NH2:1])[CH:7]=2)[CH2:12][CH2:11]1.